This data is from Orexin1 receptor HTS with 218,158 compounds and 233 confirmed actives. The task is: Binary Classification. Given a drug SMILES string, predict its activity (active/inactive) in a high-throughput screening assay against a specified biological target. The compound is O=C1Nc2c(N(C1)C(=O)NCC(=O)NCc1c(OC)cccc1)cccc2. The result is 0 (inactive).